Predict the reactants needed to synthesize the given product. From a dataset of Full USPTO retrosynthesis dataset with 1.9M reactions from patents (1976-2016). Given the product [ClH:28].[NH2:8][C@H:9]([C:11]1[CH:20]=[CH:19][C:14]([C:15]([O:17][CH3:18])=[O:16])=[CH:13][CH:12]=1)[CH3:10], predict the reactants needed to synthesize it. The reactants are: C(OC([NH:8][C@H:9]([C:11]1[CH:20]=[CH:19][C:14]([C:15]([O:17][CH3:18])=[O:16])=[CH:13][CH:12]=1)[CH3:10])=O)(C)(C)C.FC(F)(F)C(O)=O.[Cl:28]CCl.